From a dataset of Forward reaction prediction with 1.9M reactions from USPTO patents (1976-2016). Predict the product of the given reaction. (1) Given the reactants S(=O)(=O)(O)O.[CH2:6]([CH:8]([CH2:11][CH3:12])[CH:9]=O)[CH3:7].[Br:13][C:14]1[C:15]([O:22][CH3:23])=[C:16]([NH:20]N)[CH:17]=[CH:18][CH:19]=1.[BH4-].[Na+], predict the reaction product. The product is: [Br:13][C:14]1[C:15]([O:22][CH3:23])=[C:16]2[C:17]([C:8]([CH2:11][CH3:12])([CH2:6][CH3:7])[CH2:9][NH:20]2)=[CH:18][CH:19]=1. (2) Given the reactants Br[C:2]1[C:11]2[C:6](=[CH:7][CH:8]=[C:9]([OH:12])[CH:10]=2)[N:5]=[C:4]([C:13]2[CH:18]=[CH:17][C:16]([OH:19])=[C:15]([F:20])[CH:14]=2)[CH:3]=1.[F:21][C:22]([F:33])([F:32])[C:23]1[CH:28]=[CH:27][C:26](B(O)O)=[CH:25][CH:24]=1, predict the reaction product. The product is: [F:20][C:15]1[CH:14]=[C:13]([C:4]2[CH:3]=[C:2]([C:26]3[CH:27]=[CH:28][C:23]([C:22]([F:33])([F:32])[F:21])=[CH:24][CH:25]=3)[C:11]3[C:6](=[CH:7][CH:8]=[C:9]([OH:12])[CH:10]=3)[N:5]=2)[CH:18]=[CH:17][C:16]=1[OH:19]. (3) Given the reactants [CH3:1][O:2][C:3]1[CH:19]=[CH:18][C:6]([CH2:7][NH:8][C:9]2[CH:17]=[CH:16][CH:15]=[CH:14][C:10]=2[C:11]([OH:13])=[O:12])=[CH:5][CH:4]=1.Cl[C:21](Cl)([O:23]C(=O)OC(Cl)(Cl)Cl)Cl, predict the reaction product. The product is: [CH3:1][O:2][C:3]1[CH:4]=[CH:5][C:6]([CH2:7][N:8]2[C:9]3[CH:17]=[CH:16][CH:15]=[CH:14][C:10]=3[C:11](=[O:13])[O:12][C:21]2=[O:23])=[CH:18][CH:19]=1. (4) Given the reactants [CH2:1]([O:5][CH2:6][CH2:7][O:8][C:9]1[CH:14]=[CH:13][C:12]([C:15]2[CH:16]=[CH:17][C:18]3[N:24]([CH2:25][CH:26]([CH3:28])[CH3:27])[CH2:23][CH2:22][C:21]([C:29]([NH:31][C:32]4[CH:37]=[CH:36][C:35]([S:38][CH2:39][C:40]5[CH:45]=[CH:44][CH:43]=[CH:42][C:41]=5[O:46][CH2:47][O:48][CH3:49])=[CH:34][CH:33]=4)=[O:30])=[CH:20][C:19]=3[CH:50]=2)=[CH:11][CH:10]=1)[CH2:2][CH2:3][CH3:4].ClC1C=CC=C(C(OO)=[O:59])C=1.S([O-])([O-])(=O)=S.[Na+].[Na+], predict the reaction product. The product is: [CH2:1]([O:5][CH2:6][CH2:7][O:8][C:9]1[CH:10]=[CH:11][C:12]([C:15]2[CH:16]=[CH:17][C:18]3[N:24]([CH2:25][CH:26]([CH3:27])[CH3:28])[CH2:23][CH2:22][C:21]([C:29]([NH:31][C:32]4[CH:33]=[CH:34][C:35]([S:38]([CH2:39][C:40]5[CH:45]=[CH:44][CH:43]=[CH:42][C:41]=5[O:46][CH2:47][O:48][CH3:49])=[O:59])=[CH:36][CH:37]=4)=[O:30])=[CH:20][C:19]=3[CH:50]=2)=[CH:13][CH:14]=1)[CH2:2][CH2:3][CH3:4]. (5) Given the reactants [Cl:1][C:2]1[CH:3]=[CH:4][C:5]2[S:6][CH2:7][C:8](=[O:12])[NH:9][C:10]=2[N:11]=1.[CH3:13][O:14][C:15]1[CH:22]=[CH:21][C:18]([CH2:19]Cl)=[CH:17][CH:16]=1, predict the reaction product. The product is: [Cl:1][C:2]1[CH:3]=[CH:4][C:5]2[S:6][CH2:7][C:8](=[O:12])[N:9]([CH2:19][C:18]3[CH:21]=[CH:22][C:15]([O:14][CH3:13])=[CH:16][CH:17]=3)[C:10]=2[N:11]=1. (6) Given the reactants [Cl:1][C:2]1[CH:3]=[C:4]([N:9]2CCN(CCCC(O)=O)[C:11](=[O:21])[C@H:10]2C)C=[CH:6][C:7]=1Cl.C1C2(CCNC[C@H]2O)C1, predict the reaction product. The product is: [ClH:1].[CH2:7]1[C:2]2([CH2:3][CH2:4][NH:9][CH2:10][C@H:11]2[OH:21])[CH2:6]1.